This data is from Catalyst prediction with 721,799 reactions and 888 catalyst types from USPTO. The task is: Predict which catalyst facilitates the given reaction. (1) Reactant: Cl.[NH:2]1[C:10]2[C:5](=[CH:6][CH:7]=[CH:8][CH:9]=2)[CH:4]=[CH:3]1.ClN1C(=O)CCC1=O. Product: [NH:2]1[C:10]2[C:5](=[CH:6][CH:7]=[CH:8][CH:9]=2)[CH:4]=[CH:3]1. The catalyst class is: 9. (2) The catalyst class is: 2. Reactant: C(OC(=O)[NH:7][C:8]1[CH:13]=[C:12]([O:14][CH2:15][CH3:16])[C:11]([C:17]([F:20])([F:19])[F:18])=[CH:10][C:9]=1[NH:21][C:22](=[O:43])[CH2:23][C:24](=O)[C:25]1[CH:30]=[CH:29][CH:28]=[C:27]([C:31]2[CH:36]=[CH:35][N:34]=[C:33]([N:37]3[CH2:41][CH2:40][CH2:39][CH2:38]3)[CH:32]=2)[CH:26]=1)(C)(C)C.C(O)(C(F)(F)F)=O. Product: [CH2:15]([O:14][C:12]1[C:11]([C:17]([F:20])([F:18])[F:19])=[CH:10][C:9]2[NH:21][C:22](=[O:43])[CH2:23][C:24]([C:25]3[CH:30]=[CH:29][CH:28]=[C:27]([C:31]4[CH:36]=[CH:35][N:34]=[C:33]([N:37]5[CH2:38][CH2:39][CH2:40][CH2:41]5)[CH:32]=4)[CH:26]=3)=[N:7][C:8]=2[CH:13]=1)[CH3:16]. (3) Reactant: [CH2:1]([O:3][C:4](=[O:20])[CH2:5][N:6]=[C:7]([C:14]1[CH:19]=[CH:18][CH:17]=[CH:16][CH:15]=1)[C:8]1[CH:13]=[CH:12][CH:11]=[CH:10][CH:9]=1)[CH3:2].CC(C)([O-])C.[K+].I[CH2:28][C@@H:29]([CH3:32])[CH2:30][CH3:31]. Product: [CH2:1]([O:3][C:4](=[O:20])[C@@H:5]([N:6]=[C:7]([C:14]1[CH:19]=[CH:18][CH:17]=[CH:16][CH:15]=1)[C:8]1[CH:9]=[CH:10][CH:11]=[CH:12][CH:13]=1)[CH2:28][CH:29]([CH3:32])[CH2:30][CH3:31])[CH3:2]. The catalyst class is: 7. (4) Reactant: COC1C=C(OC)C=CC=1C[N:6]([C:14]1[S:15][C:16]([CH3:42])=[C:17]([CH2:19][O:20][C:21]2[C:26]3[CH:27]=[C:28]([C:30]4[N:31]=[C:32]5[N:36]([CH:37]=4)[N:35]=[C:34]([O:38][CH3:39])[S:33]5)[O:29][C:25]=3[CH:24]=[C:23]([O:40][CH3:41])[CH:22]=2)[N:18]=1)C(=O)OC(C)(C)C.CC1C=C(C)C(C)=C(C)C=1C.FC(F)(F)C(O)=O. Product: [CH3:41][O:40][C:23]1[CH:22]=[C:21]([O:20][CH2:19][C:17]2[N:18]=[C:14]([NH2:6])[S:15][C:16]=2[CH3:42])[C:26]2[CH:27]=[C:28]([C:30]3[N:31]=[C:32]4[N:36]([CH:37]=3)[N:35]=[C:34]([O:38][CH3:39])[S:33]4)[O:29][C:25]=2[CH:24]=1. The catalyst class is: 4. (5) Reactant: [F:1][C:2]1[C:7]([C:8]2[CH2:12][CH2:11][C:10](=[O:13])[CH:9]=2)=[CH:6][CH:5]=[CH:4][N:3]=1.[Cl-].[Ce+3].[Cl-].[Cl-].[B-].[Na+]. Product: [F:1][C:2]1[C:7]([C:8]2[CH2:12][CH2:11][CH:10]([OH:13])[CH:9]=2)=[CH:6][CH:5]=[CH:4][N:3]=1. The catalyst class is: 83. (6) Reactant: C(N(C(C)C)C(C)C)C.[Cl-].[CH3:11][O:12][C:13]([C@@H:15]1[CH2:20][CH2:19][CH2:18][CH2:17][NH2+:16]1)=[O:14].Cl[C:22]1[O:23][C:24]2[CH:30]=[CH:29][CH:28]=[CH:27][C:25]=2[N:26]=1. Product: [O:23]1[C:24]2[CH:30]=[CH:29][CH:28]=[CH:27][C:25]=2[N:26]=[C:22]1[N:16]1[CH2:17][CH2:18][CH2:19][CH2:20][C@H:15]1[C:13]([O:12][CH3:11])=[O:14]. The catalyst class is: 10.